Task: Predict the reaction yield, written as a fraction of the theoretical maximum amount of product (1.0 means a 100% yield; for example, 0.34 means a 34% yield).. Dataset: Reaction yield outcomes from USPTO patents with 853,638 reactions (1) The reactants are [F:1][CH:2]([F:19])[N:3]1[C:7]([CH3:8])=[C:6]([C:9]2[C:10]([CH3:17])=[C:11]([CH2:15]O)[CH:12]=[CH:13][CH:14]=2)[C:5]([CH3:18])=[N:4]1.[N+](C1C=CC=CC=1S([NH:32][C:33]1[CH:46]=[CH:45][C:36]2[C@H:37]([CH2:40][C:41]([O:43][CH3:44])=[O:42])[CH2:38][O:39][C:35]=2[CH:34]=1)(=O)=O)([O-])=O.C1(P(C2C=CC=CC=2)C2C=CC=CC=2)C=CC=CC=1.C1(C)C=CC=CC=1.N(C(OCC)=O)=NC(OCC)=O.SCC(O)=O.O.[OH-].[Li+]. The catalyst is O1CCCC1.CN(C)C=O.C(OCC)(=O)C. The product is [F:1][CH:2]([F:19])[N:3]1[C:7]([CH3:8])=[C:6]([C:9]2[C:10]([CH3:17])=[C:11]([CH:12]=[CH:13][CH:14]=2)[CH2:15][NH:32][C:33]2[CH:46]=[CH:45][C:36]3[C@H:37]([CH2:40][C:41]([O:43][CH3:44])=[O:42])[CH2:38][O:39][C:35]=3[CH:34]=2)[C:5]([CH3:18])=[N:4]1. The yield is 0.680. (2) The reactants are C(OC([N:8]1[CH2:13][CH2:12][C:11]([CH3:21])([C:14]([N:16]2[CH2:20][CH2:19][CH2:18][CH2:17]2)=[O:15])[CH2:10][CH2:9]1)=O)(C)(C)C. The product is [CH3:21][C:11]1([C:14]([N:16]2[CH2:20][CH2:19][CH2:18][CH2:17]2)=[O:15])[CH2:10][CH2:9][NH:8][CH2:13][CH2:12]1. The catalyst is C(O)(C(F)(F)F)=O.C(Cl)Cl.O. The yield is 0.660. (3) The reactants are Br[C:2]1[CH:7]=[CH:6][C:5]2[C:8]3[CH2:9][N:10]([C:16]([O:18][C:19]([CH3:22])([CH3:21])[CH3:20])=[O:17])[CH2:11][CH2:12][CH2:13][C:14]=3[S:15][C:4]=2[CH:3]=1.[Cl:23][C:24]1[CH:25]=[CH:26][C:27]([CH2:30][O:31][C:32]2[CH:37]=[CH:36][NH:35][C:34](=[O:38])[CH:33]=2)=[N:28][CH:29]=1. No catalyst specified. The product is [Cl:23][C:24]1[CH:25]=[CH:26][C:27]([CH2:30][O:31][C:32]2[CH:37]=[CH:36][N:35]([C:2]3[CH:7]=[CH:6][C:5]4[C:8]5[CH2:9][N:10]([C:16]([O:18][C:19]([CH3:22])([CH3:21])[CH3:20])=[O:17])[CH2:11][CH2:12][CH2:13][C:14]=5[S:15][C:4]=4[CH:3]=3)[C:34](=[O:38])[CH:33]=2)=[N:28][CH:29]=1. The yield is 0.460.